This data is from Peptide-MHC class I binding affinity with 185,985 pairs from IEDB/IMGT. The task is: Regression. Given a peptide amino acid sequence and an MHC pseudo amino acid sequence, predict their binding affinity value. This is MHC class I binding data. (1) The peptide sequence is LSDAIFDDL. The MHC is HLA-A80:01 with pseudo-sequence HLA-A80:01. The binding affinity (normalized) is 0.0847. (2) The peptide sequence is NVSIPWTHK. The MHC is HLA-A03:01 with pseudo-sequence HLA-A03:01. The binding affinity (normalized) is 0.283. (3) The peptide sequence is FLPSDYFPSV. The binding affinity (normalized) is 0.773. The MHC is HLA-A02:06 with pseudo-sequence HLA-A02:06. (4) The peptide sequence is IELPEKDSW. The MHC is HLA-A02:03 with pseudo-sequence HLA-A02:03. The binding affinity (normalized) is 0. (5) The peptide sequence is SLFYTIATI. The MHC is HLA-A68:02 with pseudo-sequence HLA-A68:02. The binding affinity (normalized) is 0.204. (6) The peptide sequence is AETQHGTIV. The MHC is HLA-B40:01 with pseudo-sequence HLA-B40:01. The binding affinity (normalized) is 0.749.